Task: Predict the reactants needed to synthesize the given product.. Dataset: Full USPTO retrosynthesis dataset with 1.9M reactions from patents (1976-2016) (1) Given the product [Cl:1][C:2]1[CH:3]=[CH:4][C:5]([C:6]([NH:8][CH:9]([CH2:13][C:14]2[C:23]3[C:18](=[CH:19][CH:20]=[CH:21][CH:22]=3)[NH:17][C:16](=[O:24])[CH:15]=2)[C:10]([S:11][CH2:28][C:29]2[O:30][C:31](=[O:35])[O:32][C:33]=2[CH3:34])=[O:12])=[O:7])=[CH:25][CH:26]=1, predict the reactants needed to synthesize it. The reactants are: [Cl:1][C:2]1[CH:26]=[CH:25][C:5]([C:6]([NH:8][CH:9]([CH2:13][C:14]2[C:23]3[C:18](=[CH:19][CH:20]=[CH:21][CH:22]=3)[NH:17][C:16](=[O:24])[CH:15]=2)[C:10]([OH:12])=[S:11])=[O:7])=[CH:4][CH:3]=1.Cl[CH2:28][C:29]1[O:30][C:31](=[O:35])[O:32][C:33]=1[CH3:34]. (2) Given the product [CH2:60]([N:67]1[CH2:71][C@H:70]([C:50]2[CH:51]=[CH:52][C:53]([F:54])=[C:48]([F:47])[CH:49]=2)[C@@H:69]([C:72](=[O:74])[CH3:73])[CH2:68]1)[C:61]1[CH:66]=[CH:65][CH:64]=[CH:63][CH:62]=1, predict the reactants needed to synthesize it. The reactants are: C1C=CC(P(C2C=CC3C(=CC=CC=3)C=2C2C3C(=CC=CC=3)C=CC=2P(C2C=CC=CC=2)C2C=CC=CC=2)C2C=CC=CC=2)=CC=1.[F:47][C:48]1[CH:49]=[C:50](B(O)O)[CH:51]=[CH:52][C:53]=1[F:54].CO.[CH2:60]([N:67]1[CH2:71][CH:70]=[C:69]([C:72](=[O:74])[CH3:73])[CH2:68]1)[C:61]1[CH:66]=[CH:65][CH:64]=[CH:63][CH:62]=1. (3) Given the product [CH:17]1([C:10]2[O:9][N:8]=[C:7]([CH2:6][OH:5])[C:11]=2[C:12]([O:14][CH2:15][CH3:16])=[O:13])[CH2:18][CH2:19]1, predict the reactants needed to synthesize it. The reactants are: C([O:5][CH2:6][C:7]1[C:11]([C:12]([O:14][CH2:15][CH3:16])=[O:13])=[C:10]([CH:17]2[CH2:19][CH2:18]2)[O:9][N:8]=1)(C)(C)C.C(O)(C(F)(F)F)=O. (4) Given the product [Br:18][C:14]1[CH:15]=[C:16]([CH3:17])[C:11]([C:5]2([C:3]([OH:4])=[O:2])[CH2:10][CH2:9][O:8][CH2:7][CH2:6]2)=[N:12][CH:13]=1, predict the reactants needed to synthesize it. The reactants are: C[O:2][C:3]([C:5]1([C:11]2[C:16]([CH3:17])=[CH:15][C:14]([Br:18])=[CH:13][N:12]=2)[CH2:10][CH2:9][O:8][CH2:7][CH2:6]1)=[O:4].[OH-].[Na+]. (5) Given the product [F:12][C:2]([F:1])([F:13])[C:3]1[N:4]=[C:5]2[CH2:10][NH:9][CH2:8][CH2:7][N:6]2[CH:11]=1, predict the reactants needed to synthesize it. The reactants are: [F:1][C:2]([F:13])([F:12])[C:3]1[N:4]=[C:5]2[CH:10]=[N:9][CH:8]=[CH:7][N:6]2[CH:11]=1. (6) Given the product [NH2:19][C:18]1[C:2]([OH:1])=[C:3]([CH:15]=[CH:16][CH:17]=1)[C:4]([N:6]1[CH2:10][CH2:9][CH2:8][C@@H:7]1[C:11]([O:13][CH3:14])=[O:12])=[O:5], predict the reactants needed to synthesize it. The reactants are: [OH:1][C:2]1[C:18]([N+:19]([O-])=O)=[CH:17][CH:16]=[CH:15][C:3]=1[C:4]([N:6]1[CH2:10][CH2:9][CH2:8][C@@H:7]1[C:11]([O:13][CH3:14])=[O:12])=[O:5].[H][H]. (7) Given the product [Br:8][C:5]1[CH:6]=[CH:7][C:2]([CH2:11][CH2:12][C:13]#[N:14])=[N:3][CH:4]=1, predict the reactants needed to synthesize it. The reactants are: Br[C:2]1[CH:7]=[CH:6][C:5]([Br:8])=[CH:4][N:3]=1.Br[Zn][CH2:11][CH2:12][C:13]#[N:14].